From a dataset of Full USPTO retrosynthesis dataset with 1.9M reactions from patents (1976-2016). Predict the reactants needed to synthesize the given product. (1) Given the product [CH:1]1([CH2:4][S:5]([NH:8][CH2:9][CH2:10][O:11][C:12]2[CH:13]=[CH:14][C:15]3[CH2:16][CH2:17][CH:18]([NH:30][CH3:31])[CH:19]([CH2:22][C:23]4[CH:24]=[CH:25][C:26]([F:29])=[CH:27][CH:28]=4)[C:20]=3[CH:21]=2)(=[O:6])=[O:7])[CH2:3][CH2:2]1, predict the reactants needed to synthesize it. The reactants are: [CH:1]1([CH2:4][S:5]([NH:8][CH2:9][CH2:10][O:11][C:12]2[CH:21]=[C:20]3[C:15]([CH2:16][CH2:17][CH:18]([NH:30][C:31](=O)OCC)[CH:19]3[CH2:22][C:23]3[CH:28]=[CH:27][C:26]([F:29])=[CH:25][CH:24]=3)=[CH:14][CH:13]=2)(=[O:7])=[O:6])[CH2:3][CH2:2]1.[H-].[H-].[H-].[H-].[Li+].[Al+3].[OH-].[Na+].CC(O)C.Cl. (2) Given the product [NH:62]1[C:63]([CH2:64][CH2:65][CH2:66][CH2:67][CH2:68][CH2:69][CH2:70][CH2:71][CH2:72][CH2:73][CH2:74][CH2:75][CH2:76][CH2:77][CH2:78][C:79]([NH:39][CH2:40][CH2:41][O:42][CH2:43][CH2:44][O:45][CH2:46][C:47]([OH:49])=[O:48])=[O:81])=[N:59][N:60]=[N:61]1, predict the reactants needed to synthesize it. The reactants are: C1C=CC(C(Cl)(C2C(Cl)=CC=CC=2)C2C=CC=CC=2)=CC=1.C1C2C(COC([NH:39][CH2:40][CH2:41][O:42][CH2:43][CH2:44][O:45][CH2:46][C:47]([OH:49])=[O:48])=O)C3C(=CC=CC=3)C=2C=CC=1.CCN(C(C)C)C(C)C.[NH:59]1[C:63]([CH2:64][CH2:65][CH2:66][CH2:67][CH2:68][CH2:69][CH2:70][CH2:71][CH2:72][CH2:73][CH2:74][CH2:75][CH2:76][CH2:77][CH2:78][C:79]([OH:81])=O)=[N:62][N:61]=[N:60]1.ON1C(=O)C2C=CC=CC=2N=N1.C(Cl)CCl. (3) The reactants are: [OH:1][C:2]1[CH:7]=[CH:6][C:5]([OH:8])=[CH:4][C:3]=1[C:9](=[O:11])[CH3:10].[CH2:12](Br)[C:13]1[CH:18]=[CH:17][CH:16]=[CH:15][CH:14]=1.C(=O)([O-])[O-].[K+].[K+]. Given the product [CH2:12]([O:8][C:5]1[CH:6]=[CH:7][C:2]([OH:1])=[C:3]([C:9](=[O:11])[CH3:10])[CH:4]=1)[C:13]1[CH:18]=[CH:17][CH:16]=[CH:15][CH:14]=1, predict the reactants needed to synthesize it. (4) The reactants are: [Cl:1][C:2]1[CH:3]=[C:4]([O:8][CH2:9][CH:10]2[CH2:14][CH2:13][CH2:12][N:11]2O)[CH:5]=[N:6][CH:7]=1.Cl.[O-:17][C:18]#[N:19].[K+]. Given the product [Cl:1][C:2]1[CH:3]=[C:4]([O:8][CH2:9][CH:10]2[CH2:14][CH2:13][CH2:12][N:11]2[C:18]([NH2:19])=[O:17])[CH:5]=[N:6][CH:7]=1, predict the reactants needed to synthesize it. (5) Given the product [NH2:28][C:13]1[N:14]([CH3:17])[C:15](=[O:16])[C:9]2([N:12]=1)[CH2:8][CH2:7][CH2:6][C:5]1[CH:4]=[N:3][C:2]([Cl:1])=[CH:11][C:10]2=1, predict the reactants needed to synthesize it. The reactants are: [Cl:1][C:2]1[N:3]=[CH:4][C:5]2[CH2:6][CH2:7][CH2:8][C:9]3([C:15](=[O:16])[N:14]([CH3:17])[C:13](=S)[NH:12]3)[C:10]=2[CH:11]=1.C(OO)(C)(C)C.O.CO.[NH3:28]. (6) Given the product [CH2:1]([O:5][C:6]1[N:14]=[C:13]2[C:9]([NH:10][C:11](=[O:29])[N:12]2[CH2:15][CH:16]2[O:21][CH2:20][CH2:19][N:18]([CH2:22][C:23]([O:25][CH3:26])=[O:24])[CH2:17]2)=[C:8]([NH2:28])[N:7]=1)[CH2:2][CH2:3][CH3:4], predict the reactants needed to synthesize it. The reactants are: [CH2:1]([O:5][C:6]1[N:14]=[C:13]2[C:9]([N:10]=[C:11](Cl)[N:12]2[CH2:15][CH:16]2[O:21][CH2:20][CH2:19][N:18]([CH2:22][C:23]([O:25][CH3:26])=[O:24])[CH2:17]2)=[C:8]([NH2:28])[N:7]=1)[CH2:2][CH2:3][CH3:4].[OH-:29].[Na+]. (7) Given the product [OH:17][C:8]1[C:7](=[O:21])[C:1]2[C:2](=[CH:3][CH:4]=[CH:5][CH:6]=2)[O:10][C:9]=1[C:11]1[CH:16]=[CH:15][CH:14]=[CH:13][CH:12]=1, predict the reactants needed to synthesize it. The reactants are: [C:1]1([CH:7]=[CH:8][C:9]([C:11]2[CH:16]=[CH:15][CH:14]=[CH:13][CH:12]=2)=[O:10])[CH:6]=[CH:5][CH:4]=[CH:3][CH:2]=1.[OH-:17].[K+].Cl.C[OH:21]. (8) Given the product [CH3:17][NH:18][NH:19][C:14]([C@@H:10]1[CH2:11][CH2:12][CH2:13][N:8]([C:6]([O:5][C:1]([CH3:4])([CH3:3])[CH3:2])=[O:7])[CH2:9]1)=[O:16], predict the reactants needed to synthesize it. The reactants are: [C:1]([O:5][C:6]([N:8]1[CH2:13][CH2:12][CH2:11][C@@H:10]([C:14]([OH:16])=O)[CH2:9]1)=[O:7])([CH3:4])([CH3:3])[CH3:2].[CH3:17][NH:18][NH2:19]. (9) Given the product [CH3:41][O:40][C:38](=[O:39])[C:37]1[CH:42]=[C:43]([Cl:46])[CH:44]=[N:45][C:36]=1[O:14][C:12]1[CH:11]=[CH:10][C:9]([CH:15]([CH3:34])[C:16]([C:22]2[CH:33]=[CH:32][C:25]3[N:26]([CH3:31])[C:27](=[O:30])[N:28]([CH3:29])[C:24]=3[CH:23]=2)([OH:21])[C:17]([F:18])([F:19])[F:20])=[C:8]([Cl:7])[CH:13]=1, predict the reactants needed to synthesize it. The reactants are: CC(C)([O-])C.[K+].[Cl:7][C:8]1[CH:13]=[C:12]([OH:14])[CH:11]=[CH:10][C:9]=1[CH:15]([CH3:34])[C:16]([C:22]1[CH:33]=[CH:32][C:25]2[N:26]([CH3:31])[C:27](=[O:30])[N:28]([CH3:29])[C:24]=2[CH:23]=1)([OH:21])[C:17]([F:20])([F:19])[F:18].Cl[C:36]1[N:45]=[CH:44][C:43]([Cl:46])=[CH:42][C:37]=1[C:38]([O:40][CH3:41])=[O:39].C(O)=O.